Task: Predict the reactants needed to synthesize the given product.. Dataset: Full USPTO retrosynthesis dataset with 1.9M reactions from patents (1976-2016) (1) Given the product [CH:1]([O:4][C:5]([N:7]1[CH:12]([CH2:13][CH3:14])[CH2:11][CH:10]([N:15]([CH2:16][C:17]2[CH:22]=[C:21]([C:23]([F:26])([F:25])[F:24])[CH:20]=[C:19]([Cl:27])[CH:18]=2)[C:28]2[N:33]=[CH:32][C:31]([N:39]3[CH2:40][CH2:41][O:37][C:38]3=[O:42])=[CH:30][N:29]=2)[CH2:9][CH:8]1[CH2:35][CH3:36])=[O:6])([CH3:3])[CH3:2], predict the reactants needed to synthesize it. The reactants are: [CH:1]([O:4][C:5]([N:7]1[CH:12]([CH2:13][CH3:14])[CH2:11][CH:10]([N:15]([C:28]2[N:33]=[CH:32][C:31](Br)=[CH:30][N:29]=2)[CH2:16][C:17]2[CH:22]=[C:21]([C:23]([F:26])([F:25])[F:24])[CH:20]=[C:19]([Cl:27])[CH:18]=2)[CH2:9][CH:8]1[CH2:35][CH3:36])=[O:6])([CH3:3])[CH3:2].[O:37]1[CH2:41][CH2:40][NH:39][C:38]1=[O:42].[C@@H]1(N)CCCC[C@H]1N.C(=O)([O-])[O-].[K+].[K+].N. (2) Given the product [N:28]([CH:20]([CH2:19][CH:18]([CH3:29])[CH3:17])[CH2:21][CH2:22][C:23]1[S:24][CH:25]=[CH:26][CH:27]=1)=[C:1]=[O:2], predict the reactants needed to synthesize it. The reactants are: [C:1](Cl)(Cl)=[O:2].C1(C)C=CC=CC=1.CS(O)(=O)=O.[CH3:17][CH:18]([CH3:29])[CH2:19][CH:20]([NH2:28])[CH2:21][CH2:22][C:23]1[S:24][CH:25]=[CH:26][CH:27]=1.[CH3:17][CH:18]([CH3:29])[CH2:19][CH:20]([NH2:28])[CH2:21][CH2:22][C:23]1[S:24][CH:25]=[CH:26][CH:27]=1. (3) The reactants are: CC[C@@H]([C@H](NC([C@@H](NC([C@@H](NC([C@@H](NC([C@@H](NC([C@H]1NCCC1)=O)CC(N)=O)=O)[C@H](O)C)=O)CS)=O)CCC(O)=O)=O)C(N[C@H](C(N[C@H](C(N[C@H](C(N[C@H](C(N[C@H](C(N[C@H](C(N[C@H](C(NCC(N[C@H](C(O)=O)CS)=O)=O)[C@H](O)C)=O)CS)=O)C)=O)C)=O)CC1C=CC(O)=CC=1)=O)C)=O)CS)=O)C.[NH2:103][C@H:104]([C:109]([OH:111])=[O:110])[CH2:105][C:106](=[O:108])[OH:107].C[C@@H](O)[C@H](NC([C@@H](NC([C@@H](NC([C@@H](N)CC(O)=O)=O)CC(O)=O)=O)C)=O)C(N[C@H](C(N[C@H](C(N[C@H](C(N[C@H](C(O)=O)[C@H](O)C)=O)CC1C=CC=CC=1)=O)[C@H](O)C)=O)CCCCN)=O.C(O)(C(F)(F)F)=O. Given the product [NH2:103][C@H:104]([C:109]([OH:111])=[O:110])[CH2:105][C:106]([OH:108])=[O:107], predict the reactants needed to synthesize it. (4) The reactants are: Cl[C:2]1[N:7]=[C:6]([C:8]([O:10]C)=[O:9])[CH:5]=[C:4]([CH3:12])[CH:3]=1.[CH2:13]([CH:15](C1N=C(C(O)=O)C=C(OC)C=1)[CH2:16][CH3:17])[CH3:14]. Given the product [CH2:13]([CH:15]([C:2]1[N:7]=[C:6]([C:8]([OH:10])=[O:9])[CH:5]=[C:4]([CH3:12])[CH:3]=1)[CH2:16][CH3:17])[CH3:14], predict the reactants needed to synthesize it. (5) Given the product [Cl:21][C:15]1[CH:16]=[C:17]([Cl:20])[CH:18]=[CH:19][C:14]=1[CH:5]1[N:6]=[C:7]([C:9]2[S:10][CH:11]=[CH:12][N:13]=2)[NH:8][C:3]([CH2:2][N:28]2[CH2:33][CH2:32][O:31][CH:30]([CH2:34][C:35]([OH:37])=[O:36])[CH2:29]2)=[C:4]1[C:22]([O:24][CH2:25][CH3:26])=[O:23], predict the reactants needed to synthesize it. The reactants are: Br[CH2:2][C:3]1[NH:8][C:7]([C:9]2[S:10][CH:11]=[CH:12][N:13]=2)=[N:6][CH:5]([C:14]2[CH:19]=[CH:18][C:17]([Cl:20])=[CH:16][C:15]=2[Cl:21])[C:4]=1[C:22]([O:24][CH2:25][CH3:26])=[O:23].Cl.[NH:28]1[CH2:33][CH2:32][O:31][CH:30]([CH2:34][C:35]([OH:37])=[O:36])[CH2:29]1. (6) Given the product [OH:1][C:2]([CH3:34])([CH3:35])[CH2:3][C@@:4]1([C:28]2[CH:33]=[CH:32][CH:31]=[CH:30][CH:29]=2)[O:9][C:8](=[O:10])[N:7]([C@H:11]([C:13]2[CH:14]=[CH:15][C:16]([C:37]3[CH:38]=[CH:39][C:40]([C:43]4([C:49]([NH2:51])=[O:50])[CH2:48][CH2:47][CH2:46][CH2:45][CH2:44]4)=[N:41][CH:42]=3)=[CH:17][CH:18]=2)[CH3:12])[CH2:6][CH2:5]1, predict the reactants needed to synthesize it. The reactants are: [OH:1][C:2]([CH3:35])([CH3:34])[CH2:3][C@@:4]1([C:28]2[CH:33]=[CH:32][CH:31]=[CH:30][CH:29]=2)[O:9][C:8](=[O:10])[N:7]([C@H:11]([C:13]2[CH:18]=[CH:17][C:16](B3OC(C)(C)C(C)(C)O3)=[CH:15][CH:14]=2)[CH3:12])[CH2:6][CH2:5]1.Br[C:37]1[CH:38]=[CH:39][C:40]([C:43]2([C:49]([NH2:51])=[O:50])[CH2:48][CH2:47][CH2:46][CH2:45][CH2:44]2)=[N:41][CH:42]=1.